This data is from Peptide-MHC class I binding affinity with 185,985 pairs from IEDB/IMGT. The task is: Regression. Given a peptide amino acid sequence and an MHC pseudo amino acid sequence, predict their binding affinity value. This is MHC class I binding data. (1) The peptide sequence is FMLIFNVKSK. The MHC is HLA-A03:01 with pseudo-sequence HLA-A03:01. The binding affinity (normalized) is 0.505. (2) The peptide sequence is LLSAWILTA. The MHC is HLA-A02:03 with pseudo-sequence HLA-A02:03. The binding affinity (normalized) is 0.571. (3) The peptide sequence is IGKMNKHYK. The MHC is HLA-A25:01 with pseudo-sequence HLA-A25:01. The binding affinity (normalized) is 0.0847. (4) The peptide sequence is TTYLGPLSCK. The MHC is HLA-A11:01 with pseudo-sequence HLA-A11:01. The binding affinity (normalized) is 0.904. (5) The peptide sequence is EVRKAIEFV. The MHC is HLA-A01:01 with pseudo-sequence HLA-A01:01. The binding affinity (normalized) is 0.213. (6) The peptide sequence is VSSKKCTAL. The MHC is HLA-A03:01 with pseudo-sequence HLA-A03:01. The binding affinity (normalized) is 0.0847. (7) The peptide sequence is FLPSDFFPSV. The MHC is Patr-B0101 with pseudo-sequence Patr-B0101. The binding affinity (normalized) is 0.0438.